Task: Regression. Given two drug SMILES strings and cell line genomic features, predict the synergy score measuring deviation from expected non-interaction effect.. Dataset: NCI-60 drug combinations with 297,098 pairs across 59 cell lines (1) Drug 1: CC12CCC3C(C1CCC2=O)CC(=C)C4=CC(=O)C=CC34C. Drug 2: CC(C1=C(C=CC(=C1Cl)F)Cl)OC2=C(N=CC(=C2)C3=CN(N=C3)C4CCNCC4)N. Cell line: HCC-2998. Synergy scores: CSS=38.2, Synergy_ZIP=-0.459, Synergy_Bliss=-1.01, Synergy_Loewe=-5.72, Synergy_HSA=-2.28. (2) Cell line: NCI-H322M. Drug 2: C1=CC=C(C(=C1)C(C2=CC=C(C=C2)Cl)C(Cl)Cl)Cl. Drug 1: CC1OCC2C(O1)C(C(C(O2)OC3C4COC(=O)C4C(C5=CC6=C(C=C35)OCO6)C7=CC(=C(C(=C7)OC)O)OC)O)O. Synergy scores: CSS=6.93, Synergy_ZIP=-1.68, Synergy_Bliss=-1.85, Synergy_Loewe=-4.86, Synergy_HSA=-2.20. (3) Drug 1: CS(=O)(=O)C1=CC(=C(C=C1)C(=O)NC2=CC(=C(C=C2)Cl)C3=CC=CC=N3)Cl. Drug 2: C#CCC(CC1=CN=C2C(=N1)C(=NC(=N2)N)N)C3=CC=C(C=C3)C(=O)NC(CCC(=O)O)C(=O)O. Cell line: DU-145. Synergy scores: CSS=-1.38, Synergy_ZIP=-0.923, Synergy_Bliss=-2.70, Synergy_Loewe=-4.94, Synergy_HSA=-4.93. (4) Drug 1: CCC1(CC2CC(C3=C(CCN(C2)C1)C4=CC=CC=C4N3)(C5=C(C=C6C(=C5)C78CCN9C7C(C=CC9)(C(C(C8N6C=O)(C(=O)OC)O)OC(=O)C)CC)OC)C(=O)OC)O.OS(=O)(=O)O. Drug 2: CNC(=O)C1=NC=CC(=C1)OC2=CC=C(C=C2)NC(=O)NC3=CC(=C(C=C3)Cl)C(F)(F)F. Cell line: OVCAR-8. Synergy scores: CSS=0.523, Synergy_ZIP=0.387, Synergy_Bliss=0.565, Synergy_Loewe=0.108, Synergy_HSA=-0.430. (5) Drug 1: CC1=C(C=C(C=C1)NC(=O)C2=CC=C(C=C2)CN3CCN(CC3)C)NC4=NC=CC(=N4)C5=CN=CC=C5. Drug 2: C#CCC(CC1=CN=C2C(=N1)C(=NC(=N2)N)N)C3=CC=C(C=C3)C(=O)NC(CCC(=O)O)C(=O)O. Cell line: LOX IMVI. Synergy scores: CSS=42.9, Synergy_ZIP=3.99, Synergy_Bliss=0.917, Synergy_Loewe=-1.17, Synergy_HSA=0.347. (6) Drug 1: CCC1=CC2CC(C3=C(CN(C2)C1)C4=CC=CC=C4N3)(C5=C(C=C6C(=C5)C78CCN9C7C(C=CC9)(C(C(C8N6C)(C(=O)OC)O)OC(=O)C)CC)OC)C(=O)OC.C(C(C(=O)O)O)(C(=O)O)O. Drug 2: C1=CN(C(=O)N=C1N)C2C(C(C(O2)CO)O)O.Cl. Cell line: MOLT-4. Synergy scores: CSS=87.8, Synergy_ZIP=0.510, Synergy_Bliss=0.925, Synergy_Loewe=-0.0131, Synergy_HSA=3.54. (7) Drug 1: C1=CC(=CC=C1C#N)C(C2=CC=C(C=C2)C#N)N3C=NC=N3. Drug 2: CC1=C(C(=O)C2=C(C1=O)N3CC4C(C3(C2COC(=O)N)OC)N4)N. Cell line: OVCAR-8. Synergy scores: CSS=21.9, Synergy_ZIP=-2.34, Synergy_Bliss=0.913, Synergy_Loewe=-12.6, Synergy_HSA=-1.48. (8) Drug 1: C1=NC2=C(N1)C(=S)N=C(N2)N. Drug 2: C1=CC=C(C(=C1)C(C2=CC=C(C=C2)Cl)C(Cl)Cl)Cl. Cell line: OVCAR-8. Synergy scores: CSS=29.9, Synergy_ZIP=-0.907, Synergy_Bliss=-0.868, Synergy_Loewe=-23.6, Synergy_HSA=-0.981. (9) Synergy scores: CSS=34.3, Synergy_ZIP=-1.25, Synergy_Bliss=5.50, Synergy_Loewe=7.62, Synergy_HSA=6.86. Cell line: LOX IMVI. Drug 1: C1=NC2=C(N=C(N=C2N1C3C(C(C(O3)CO)O)F)Cl)N. Drug 2: C1CCC(C(C1)N)N.C(=O)(C(=O)[O-])[O-].[Pt+4]. (10) Drug 1: C1=CC(=C2C(=C1NCCNCCO)C(=O)C3=C(C=CC(=C3C2=O)O)O)NCCNCCO. Drug 2: C1=CC(=CC=C1CC(C(=O)O)N)N(CCCl)CCCl.Cl. Cell line: SF-295. Synergy scores: CSS=62.5, Synergy_ZIP=5.58, Synergy_Bliss=7.04, Synergy_Loewe=-11.9, Synergy_HSA=10.2.